This data is from Catalyst prediction with 721,799 reactions and 888 catalyst types from USPTO. The task is: Predict which catalyst facilitates the given reaction. (1) Reactant: C(NC(C)C)(C)C.C(=O)=O.[CH3:11][CH:12]([CH3:17])[C:13]([O:15][CH3:16])=[O:14].[I:18][CH2:19][CH2:20][CH2:21][CH2:22]I.Cl. Product: [I:18][CH2:19][CH2:20][CH2:21][CH2:22][C:12]([CH3:17])([CH3:11])[C:13]([O:15][CH3:16])=[O:14]. The catalyst class is: 773. (2) The catalyst class is: 20. Product: [Si:1]([O:8][C@@H:9]1[C@@H:13]([CH2:14][OH:15])[O:12][C@@H:11]([N:23]2[C:27]3[N:28]=[C:29]([NH:41][C:42](=[O:49])[C:43]4[CH:48]=[CH:47][CH:46]=[CH:45][CH:44]=4)[N:30]=[C:31]([NH:32][C:33](=[O:40])[C:34]4[CH:35]=[CH:36][CH:37]=[CH:38][CH:39]=4)[C:26]=3[CH:25]=[CH:24]2)[CH2:10]1)([C:4]([CH3:5])([CH3:6])[CH3:7])([CH3:2])[CH3:3]. Reactant: [Si:1]([O:8][C@@H:9]1[C@@H:13]([CH2:14][O:15][Si](C(C)(C)C)(C)C)[O:12][C@@H:11]([N:23]2[C:27]3[N:28]=[C:29]([NH:41][C:42](=[O:49])[C:43]4[CH:48]=[CH:47][CH:46]=[CH:45][CH:44]=4)[N:30]=[C:31]([NH:32][C:33](=[O:40])[C:34]4[CH:39]=[CH:38][CH:37]=[CH:36][CH:35]=4)[C:26]=3[CH:25]=[CH:24]2)[CH2:10]1)([C:4]([CH3:7])([CH3:6])[CH3:5])([CH3:3])[CH3:2].C(O)(C(F)(F)F)=O. (3) Reactant: [C:1](OC(O[C:1]([CH3:4])([CH3:3])[CH3:2])N(C)C)([CH3:4])([CH3:3])[CH3:2].[Cl:15][C:16]1[N:21]=[C:20]2[O:22][C:23]([C:29]3[CH:34]=[CH:33][C:32]([F:35])=[CH:31][CH:30]=3)=[C:24]([C:25](=[O:28])[NH:26][CH3:27])[C:19]2=[CH:18][C:17]=1[C:36]1[CH:37]=[CH:38][C:39]([F:45])=[C:40]([CH:44]=1)[C:41]([OH:43])=[O:42]. Product: [Cl:15][C:16]1[N:21]=[C:20]2[O:22][C:23]([C:29]3[CH:34]=[CH:33][C:32]([F:35])=[CH:31][CH:30]=3)=[C:24]([C:25](=[O:28])[NH:26][CH3:27])[C:19]2=[CH:18][C:17]=1[C:36]1[CH:37]=[CH:38][C:39]([F:45])=[C:40]([CH:44]=1)[C:41]([O:43][C:1]([CH3:4])([CH3:3])[CH3:2])=[O:42]. The catalyst class is: 3. (4) The catalyst class is: 342. Reactant: [O:1]=[S:2]1(=[O:29])[C:8]2[CH:9]=[CH:10][CH:11]=[CH:12][C:7]=2[CH2:6][N:5]([C:13]2[CH:22]=[C:21]([NH:23][CH2:24][CH2:25][S:26][CH3:27])[C:20]3[C:15](=[CH:16][CH:17]=[C:18]([CH3:28])[CH:19]=3)[N:14]=2)[CH2:4][CH2:3]1.[OH:30]O. Product: [O:29]=[S:2]1(=[O:1])[C:8]2[CH:9]=[CH:10][CH:11]=[CH:12][C:7]=2[CH2:6][N:5]([C:13]2[CH:22]=[C:21]([NH:23][CH2:24][CH2:25][S:26]([CH3:27])=[O:30])[C:20]3[C:15](=[CH:16][CH:17]=[C:18]([CH3:28])[CH:19]=3)[N:14]=2)[CH2:4][CH2:3]1. (5) Product: [Cl:27][C:21]1[CH:22]=[C:23]([Cl:26])[CH:24]=[CH:25][C:20]=1[CH2:19][CH2:18][NH:17][C:15]1[N:14]=[C:13]([O:28][CH3:29])[N:12]=[C:11]([N:8]2[CH2:7][CH2:6][CH:5]([C:3]([OH:4])=[O:2])[CH2:10][CH2:9]2)[CH:16]=1. Reactant: C[O:2][C:3]([CH:5]1[CH2:10][CH2:9][N:8]([C:11]2[CH:16]=[C:15]([NH:17][CH2:18][CH2:19][C:20]3[CH:25]=[CH:24][C:23]([Cl:26])=[CH:22][C:21]=3[Cl:27])[N:14]=[C:13]([O:28][CH3:29])[N:12]=2)[CH2:7][CH2:6]1)=[O:4].[OH-].[Li+]. The catalyst class is: 92. (6) Reactant: [OH:1][C:2]1[N:10]=[CH:9][CH:8]=[CH:7][C:3]=1[C:4]([OH:6])=[O:5].S(Cl)([Cl:13])=O.[CH2:15]1COCC1.CO. Product: [ClH:13].[O:1]=[C:2]1[C:3]([C:4]([O:6][CH3:15])=[O:5])=[CH:7][CH:8]=[CH:9][NH:10]1. The catalyst class is: 4.